From a dataset of Peptide-MHC class I binding affinity with 185,985 pairs from IEDB/IMGT. Regression. Given a peptide amino acid sequence and an MHC pseudo amino acid sequence, predict their binding affinity value. This is MHC class I binding data. The peptide sequence is APGKSLGTL. The MHC is HLA-A30:01 with pseudo-sequence HLA-A30:01. The binding affinity (normalized) is 0.213.